Predict the product of the given reaction. From a dataset of Forward reaction prediction with 1.9M reactions from USPTO patents (1976-2016). (1) The product is: [Cl:24][C:19]1[CH:20]=[CH:21][CH:22]=[CH:23][C:18]=1[C:16]1[C:15](=[O:25])[N:14]([CH:26]2[CH2:28][CH2:27]2)[C:12]2[N:13]=[C:8]([NH:7][CH:6]3[CH:5]4[CH:1]3[CH2:2][N:3]([CH2:31][CH2:30][C:29]#[N:32])[CH2:4]4)[N:9]=[CH:10][C:11]=2[CH:17]=1. Given the reactants [CH:1]12[CH:6]([NH:7][C:8]3[N:9]=[CH:10][C:11]4[CH:17]=[C:16]([C:18]5[CH:23]=[CH:22][CH:21]=[CH:20][C:19]=5[Cl:24])[C:15](=[O:25])[N:14]([CH:26]5[CH2:28][CH2:27]5)[C:12]=4[N:13]=3)[CH:5]1[CH2:4][NH:3][CH2:2]2.[C:29](#[N:32])[CH:30]=[CH2:31], predict the reaction product. (2) Given the reactants [Br:1][C:2]1[CH:3]=[C:4]([NH2:11])[C:5]2[CH:6]=[CH:7][NH:8][C:9]=2[CH:10]=1.[CH3:12][S:13](Cl)(=[O:15])=[O:14], predict the reaction product. The product is: [Br:1][C:2]1[CH:10]=[C:9]2[C:5]([CH:6]=[CH:7][NH:8]2)=[C:4]([NH:11][S:13]([CH3:12])(=[O:15])=[O:14])[CH:3]=1.